From a dataset of Forward reaction prediction with 1.9M reactions from USPTO patents (1976-2016). Predict the product of the given reaction. (1) The product is: [CH3:20][C:21]1[O:25][C:24]([C:26]2[CH:31]=[CH:30][CH:29]=[CH:28][CH:27]=2)=[N:23][C:22]=1[CH2:32][O:33][C:34]1[CH:35]=[C:36]([CH:47]=[CH:48][CH:49]=1)[CH2:37][S:38][C:39]1[CH:40]=[C:41]([CH2:42][C:16]#[N:17])[CH:44]=[CH:45][CH:46]=1. Given the reactants CC(C)([O-])C.[K+].C1(C)C(S([CH2:16][N+:17]#[C-])(=O)=O)=CC=CC=1.[CH3:20][C:21]1[O:25][C:24]([C:26]2[CH:31]=[CH:30][CH:29]=[CH:28][CH:27]=2)=[N:23][C:22]=1[CH2:32][O:33][C:34]1[CH:35]=[C:36]([CH:47]=[CH:48][CH:49]=1)[CH2:37][S:38][C:39]1[CH:40]=[C:41]([CH:44]=[CH:45][CH:46]=1)[CH:42]=O.CO, predict the reaction product. (2) Given the reactants [Br:1][C:2]1[CH:7]=[C:6]([N+:8]([O-])=O)[CH:5]=[C:4]([CH2:11][CH3:12])[N+:3]=1[O-], predict the reaction product. The product is: [Br:1][C:2]1[CH:7]=[C:6]([NH2:8])[CH:5]=[C:4]([CH2:11][CH3:12])[N:3]=1. (3) Given the reactants C[O:2][C:3](=[O:29])[CH2:4][C:5]1[CH:6]=[C:7]([C:13]2[CH:18]=[CH:17][C:16]([C:19]([F:22])([F:21])[F:20])=[CH:15][C:14]=2[CH2:23][N:24]([C:26](=[O:28])[CH3:27])[CH3:25])[C:8]([O:11][CH3:12])=[CH:9][CH:10]=1.CO.[OH-].[Na+], predict the reaction product. The product is: [C:26]([N:24]([CH2:23][C:14]1[CH:15]=[C:16]([C:19]([F:20])([F:22])[F:21])[CH:17]=[CH:18][C:13]=1[C:7]1[C:8]([O:11][CH3:12])=[CH:9][CH:10]=[C:5]([CH2:4][C:3]([OH:29])=[O:2])[CH:6]=1)[CH3:25])(=[O:28])[CH3:27]. (4) Given the reactants C1COCC1.II.[C:8]([O:12][CH2:13][CH2:14][CH2:15][CH2:16][CH2:17][CH2:18]Cl)([CH3:11])([CH3:10])[CH3:9], predict the reaction product. The product is: [C:8]([O:12][CH2:13][CH2:14][CH2:15][CH2:16][CH2:17][CH3:18])([CH3:9])([CH3:10])[CH3:11]. (5) Given the reactants [C:1]([C:5]1[CH:10]=[CH:9][C:8]([C:11]2[N:12]([C:32](Cl)=[O:33])[C:13]([C:25]3[CH:30]=[CH:29][C:28]([Cl:31])=[CH:27][CH:26]=3)([CH3:24])[C:14]([C:17]3[CH:22]=[CH:21][C:20]([Cl:23])=[CH:19][CH:18]=3)([CH3:16])[N:15]=2)=[C:7]([O:35][CH:36]([CH3:38])[CH3:37])[CH:6]=1)([CH3:4])([CH3:3])[CH3:2].Cl.Cl.[CH3:41][S:42]([CH2:45][CH2:46][CH2:47][N:48]1[CH2:53][CH2:52][NH:51][CH2:50][CH2:49]1)(=[O:44])=[O:43], predict the reaction product. The product is: [C:1]([C:5]1[CH:10]=[CH:9][C:8]([C:11]2[N:12]([C:32]([N:51]3[CH2:50][CH2:49][N:48]([CH2:47][CH2:46][CH2:45][S:42]([CH3:41])(=[O:43])=[O:44])[CH2:53][CH2:52]3)=[O:33])[C@@:13]([C:25]3[CH:26]=[CH:27][C:28]([Cl:31])=[CH:29][CH:30]=3)([CH3:24])[C@@:14]([C:17]3[CH:18]=[CH:19][C:20]([Cl:23])=[CH:21][CH:22]=3)([CH3:16])[N:15]=2)=[C:7]([O:35][CH:36]([CH3:38])[CH3:37])[CH:6]=1)([CH3:2])([CH3:4])[CH3:3]. (6) Given the reactants [OH:1][C:2]1[CH:9]=[CH:8][C:5]([CH:6]=[O:7])=[CH:4][C:3]=1[O:10][CH2:11][O:12][CH2:13][CH2:14][Si:15]([CH3:18])([CH3:17])[CH3:16].[CH2:19](Br)[CH:20]=[CH2:21].C([O-])([O-])=O.[K+].[K+], predict the reaction product. The product is: [CH2:21]([O:1][C:2]1[CH:9]=[CH:8][C:5]([CH:6]=[O:7])=[CH:4][C:3]=1[O:10][CH2:11][O:12][CH2:13][CH2:14][Si:15]([CH3:18])([CH3:17])[CH3:16])[CH:20]=[CH2:19]. (7) Given the reactants [CH:1]1([N:7]2[CH:12]3[CH2:13][CH2:14][CH:8]2[CH:9]=[C:10]([C:15]2[CH:20]=[CH:19][C:18]([N+:21]([O-])=O)=[CH:17][CH:16]=2)[CH2:11]3)[CH2:6][CH2:5][CH2:4][CH2:3][CH2:2]1, predict the reaction product. The product is: [CH:1]1([N:7]2[CH:8]3[CH2:14][CH2:13][CH:12]2[CH2:11][CH:10]([C:15]2[CH:16]=[CH:17][C:18]([NH2:21])=[CH:19][CH:20]=2)[CH2:9]3)[CH2:2][CH2:3][CH2:4][CH2:5][CH2:6]1. (8) The product is: [CH3:2][N:3]1[CH:7]=[C:6]([C:8]2[N:13]=[C:12]([C:14]3[CH:15]=[N:16][N:17]([C:19]4([CH2:23][C:24]#[N:25])[CH2:22][N:21]([CH2:45][C:46]([F:52])([F:51])[C:47]([F:50])([F:49])[F:48])[CH2:20]4)[CH:18]=3)[N:11]3[CH:26]=[CH:27][N:28]=[C:10]3[CH:9]=2)[CH:5]=[N:4]1. Given the reactants Cl.[CH3:2][N:3]1[CH:7]=[C:6]([C:8]2[N:13]=[C:12]([C:14]3[CH:15]=[N:16][N:17]([C:19]4([CH2:23][C:24]#[N:25])[CH2:22][NH:21][CH2:20]4)[CH:18]=3)[N:11]3[CH:26]=[CH:27][N:28]=[C:10]3[CH:9]=2)[CH:5]=[N:4]1.C(#N)C.C(N(CC)CC)C.FC(F)(F)S(O[CH2:45][C:46]([F:52])([F:51])[C:47]([F:50])([F:49])[F:48])(=O)=O, predict the reaction product. (9) Given the reactants Cl[C:2]1[C:7]([CH:8]([CH3:10])[CH3:9])=[C:6]([O:11][CH2:12][C:13]2[CH:18]=[CH:17][C:16]([O:19][CH3:20])=[CH:15][CH:14]=2)[N:5]=[C:4]([O:21][CH2:22][C:23]2[CH:28]=[CH:27][C:26]([O:29][CH3:30])=[CH:25][CH:24]=2)[N:3]=1.[C:31]([SiH2:35][O:36][C:37]([CH3:48])([CH3:47])[C:38]1[CH:39]=[C:40]([CH2:44][C:45]#[N:46])[CH:41]=[CH:42][CH:43]=1)([CH3:34])([CH3:33])[CH3:32].[H-].[Na+], predict the reaction product. The product is: [C:31]([SiH2:35][O:36][C:37]([CH3:48])([CH3:47])[C:38]1[CH:39]=[C:40]([CH:44]([C:2]2[C:7]([CH:8]([CH3:10])[CH3:9])=[C:6]([O:11][CH2:12][C:13]3[CH:18]=[CH:17][C:16]([O:19][CH3:20])=[CH:15][CH:14]=3)[N:5]=[C:4]([O:21][CH2:22][C:23]3[CH:28]=[CH:27][C:26]([O:29][CH3:30])=[CH:25][CH:24]=3)[N:3]=2)[C:45]#[N:46])[CH:41]=[CH:42][CH:43]=1)([CH3:34])([CH3:33])[CH3:32]. (10) Given the reactants [NH2:1][C:2]1[CH:7]=[CH:6][C:5]([N:8]2[C:14](=[O:15])[CH2:13][C:12](=[O:16])[NH:11][C:10]3[C:17]4[C:22]([CH:23]=[CH:24][C:9]2=3)=[CH:21][CH:20]=[CH:19][CH:18]=4)=[CH:4][CH:3]=1.[CH2:25]([C:27]1[CH:35]=[CH:34][C:33](OC)=[CH:32][C:28]=1[C:29](Cl)=[O:30])[CH3:26].[O:38]=[C:39]1CC(=O)N(C2C=CC(C(O)=O)=CC=2)C2C=CC3C(C=2N1)=CC=CC=3, predict the reaction product. The product is: [CH2:25]([C:27]1[CH:35]=[CH:34][CH:33]=[C:32]([O:38][CH3:39])[C:28]=1[C:29]([NH:1][C:2]1[CH:7]=[CH:6][C:5]([N:8]2[C:14](=[O:15])[CH2:13][C:12](=[O:16])[NH:11][C:10]3[C:17]4[C:22]([CH:23]=[CH:24][C:9]2=3)=[CH:21][CH:20]=[CH:19][CH:18]=4)=[CH:4][CH:3]=1)=[O:30])[CH3:26].